This data is from Peptide-MHC class II binding affinity with 134,281 pairs from IEDB. The task is: Regression. Given a peptide amino acid sequence and an MHC pseudo amino acid sequence, predict their binding affinity value. This is MHC class II binding data. The peptide sequence is PEQPKPEQPEQ. The MHC is HLA-DQA10501-DQB10201 with pseudo-sequence HLA-DQA10501-DQB10201. The binding affinity (normalized) is 0.